This data is from Full USPTO retrosynthesis dataset with 1.9M reactions from patents (1976-2016). The task is: Predict the reactants needed to synthesize the given product. The reactants are: [OH:1][C:2]1[CH:9]=[CH:8][C:5]([CH:6]=[O:7])=[CH:4][CH:3]=1.C([O-])([O-])=O.[K+].[K+].Br[C:17]1[CH:22]=[CH:21][C:20]([N+:23]([O-:25])=[O:24])=[CH:19][CH:18]=1.O. Given the product [N+:23]([C:20]1[CH:21]=[CH:22][C:17]([O:1][C:2]2[CH:9]=[CH:8][C:5]([CH:6]=[O:7])=[CH:4][CH:3]=2)=[CH:18][CH:19]=1)([O-:25])=[O:24], predict the reactants needed to synthesize it.